From a dataset of Reaction yield outcomes from USPTO patents with 853,638 reactions. Predict the reaction yield, written as a fraction of the theoretical maximum amount of product (1.0 means a 100% yield; for example, 0.34 means a 34% yield). (1) The reactants are C([O-])([O-])=O.[Cs+].[Cs+].[CH3:7][O:8][C:9](=[O:20])[CH2:10][CH2:11][CH2:12][CH2:13][CH2:14][CH2:15][CH2:16][C:17]([OH:19])=[O:18].[C:21](=[O:29])([O:26][CH2:27][CH3:28])[O:22][CH:23](Cl)[CH3:24]. The catalyst is C1COCC1.[Na+].[I-]. The product is [CH3:7][O:8][C:9](=[O:20])[CH2:10][CH2:11][CH2:12][CH2:13][CH2:14][CH2:15][CH2:16][C:17]([O:19][CH:23]([O:22][C:21]([O:26][CH2:27][CH3:28])=[O:29])[CH3:24])=[O:18]. The yield is 0.751. (2) The reactants are NC1(C2C=CC(C3C(=O)C4C(OC=3C3C=CC=CC=3)=C3C(=CC=4)NN=C3)=CC=2)CCC1.C(OC(=O)[NH:38][C:39]1([C:43]2[CH:48]=[CH:47][C:46]([C:49]3[C:54](=[O:55])[C:53]4[CH:56]=[CH:57][C:58]5[NH:59][C:60](=[O:63])[NH:61][C:62]=5[C:52]=4[O:51][C:50]=3[C:64]3[CH:69]=[CH:68][CH:67]=[CH:66][CH:65]=3)=[CH:45][CH:44]=2)[CH2:42][CH2:41][CH2:40]1)(C)(C)C. No catalyst specified. The product is [NH2:38][C:39]1([C:43]2[CH:44]=[CH:45][C:46]([C:49]3[C:54](=[O:55])[C:53]4[CH:56]=[CH:57][C:58]5[NH:59][C:60](=[O:63])[NH:61][C:62]=5[C:52]=4[O:51][C:50]=3[C:64]3[CH:69]=[CH:68][CH:67]=[CH:66][CH:65]=3)=[CH:47][CH:48]=2)[CH2:42][CH2:41][CH2:40]1. The yield is 0.750. (3) The catalyst is ClCCl.O. The yield is 0.660. The product is [C:17]([NH:20][C:21]1[CH:22]=[C:23]([CH:27]=[CH:28][N:29]=1)[C:24]([NH:14][CH:12]([C:9]1[CH:10]=[N:11][C:6]([O:5][CH2:4][C:3]([F:2])([F:15])[F:16])=[CH:7][CH:8]=1)[CH3:13])=[O:25])(=[O:19])[CH3:18]. The reactants are Cl.[F:2][C:3]([F:16])([F:15])[CH2:4][O:5][C:6]1[N:11]=[CH:10][C:9]([CH:12]([NH2:14])[CH3:13])=[CH:8][CH:7]=1.[C:17]([NH:20][C:21]1[CH:22]=[C:23]([CH:27]=[CH:28][N:29]=1)[C:24](O)=[O:25])(=[O:19])[CH3:18].CN(C(ON1N=NC2C=CC=CC1=2)=[N+](C)C)C.F[P-](F)(F)(F)(F)F.C(N(CC)CC)C.